Dataset: Reaction yield outcomes from USPTO patents with 853,638 reactions. Task: Predict the reaction yield, written as a fraction of the theoretical maximum amount of product (1.0 means a 100% yield; for example, 0.34 means a 34% yield). (1) The reactants are [Cl:1][C:2]1[CH:11]=[C:10]([O:12][CH:13]([CH3:15])[CH3:14])[C:9]([NH:16][NH2:17])=[CH:8][C:3]=1[C:4]([O:6][CH3:7])=[O:5].CO[CH:20](OC)[CH2:21][CH:22](OC)OC. The catalyst is C(O)C. The product is [Cl:1][C:2]1[CH:11]=[C:10]([O:12][CH:13]([CH3:14])[CH3:15])[C:9]([N:16]2[CH:22]=[CH:21][CH:20]=[N:17]2)=[CH:8][C:3]=1[C:4]([O:6][CH3:7])=[O:5]. The yield is 0.760. (2) The reactants are [Br:1][C:2]1[CH:3]=[C:4]([CH:15]=[C:16]([OH:18])[CH:17]=1)[C:5]([O:7][CH2:8][C:9]1[CH:14]=[CH:13][CH:12]=[CH:11][CH:10]=1)=[O:6].Br[CH2:20][CH2:21][CH2:22][CH2:23][CH2:24][CH2:25][CH2:26][CH2:27][CH:28]1[O:32][CH2:31][CH2:30][O:29]1.C(=O)([O-])[O-].[K+].[K+]. The catalyst is CN(C)C=O.O. The product is [O:29]1[CH2:30][CH2:31][O:32][CH:28]1[CH2:27][CH2:26][CH2:25][CH2:24][CH2:23][CH2:22][CH2:21][CH2:20][O:18][C:16]1[CH:15]=[C:4]([CH:3]=[C:2]([Br:1])[CH:17]=1)[C:5]([O:7][CH2:8][C:9]1[CH:14]=[CH:13][CH:12]=[CH:11][CH:10]=1)=[O:6]. The yield is 0.650. (3) The reactants are [CH3:1][O:2][C:3]([CH:5]1[CH2:10][N:9]([S:11]([C:14]2[S:18][C:17]3[CH:19]=[C:20]([Cl:23])[CH:21]=[CH:22][C:16]=3[CH:15]=2)(=[O:13])=[O:12])[CH2:8][C:7](=[O:24])[N:6]1[CH2:25][C:26]1[CH:31]=C[C:29](C#N)=[C:28](N)[CH:27]=1)=[O:4].[N:35]1[CH:40]=[N:39][CH:38]=[N:37][CH:36]=1.CC(O)=O. The catalyst is CCO. The product is [CH3:1][O:2][C:3]([CH:5]1[CH2:10][N:9]([S:11]([C:14]2[S:18][C:17]3[CH:19]=[C:20]([Cl:23])[CH:21]=[CH:22][C:16]=3[CH:15]=2)(=[O:12])=[O:13])[CH2:8][C:7](=[O:24])[N:6]1[CH2:25][C:26]1[CH:31]=[C:36]2[C:29]([C:40]([NH2:35])=[N:39][CH:38]=[N:37]2)=[CH:28][CH:27]=1)=[O:4]. The yield is 0.320.